Predict the product of the given reaction. From a dataset of Forward reaction prediction with 1.9M reactions from USPTO patents (1976-2016). (1) Given the reactants [CH2:1]([I:3])[CH3:2].[CH3:4][O:5][C:6]1[CH:7]=[C:8]2[C:13](=[C:14]([O:16][CH3:17])[CH:15]=1)[CH:12]=[N:11][CH2:10][CH2:9]2, predict the reaction product. The product is: [I-:3].[CH2:10]([N+:11]1[CH2:2][CH2:1][C:8]2[C:13](=[C:14]([O:16][CH3:17])[CH:15]=[C:6]([O:5][CH3:4])[CH:7]=2)[CH:12]=1)[CH3:9]. (2) Given the reactants [CH2:1]([O:8][C:9]1[CH:34]=[CH:33][C:12]([CH2:13][N:14]([CH2:20][CH2:21][NH:22][C:23]([NH:25]C2C=CC(Cl)=CC=2)=S)[C:15](=[O:19])[CH:16]([CH3:18])[CH3:17])=[CH:11][C:10]=1[O:35][CH3:36])[C:2]1[CH:7]=[CH:6][CH:5]=[CH:4][CH:3]=1.[ClH:37].[O:38]([NH2:40])[CH3:39].CCN([CH2:46][CH3:47])CC, predict the reaction product. The product is: [CH2:1]([O:8][C:9]1[CH:34]=[CH:33][C:12]([CH2:13][N:14]([CH2:20][CH2:21][N:22]([C:47]2[CH:46]=[CH:4][C:3]([Cl:37])=[CH:2][CH:1]=2)[C:23]([NH:40][O:38][CH3:39])=[NH:25])[C:15](=[O:19])[CH:16]([CH3:18])[CH3:17])=[CH:11][C:10]=1[O:35][CH3:36])[C:2]1[CH:7]=[CH:6][CH:5]=[CH:4][CH:3]=1. (3) The product is: [Cl:34][C:35]1[CH:43]=[C:42]([OH:44])[CH:41]=[CH:40][C:36]=1[C:37]([NH:1][CH2:2][CH2:3][CH2:4][CH2:5][CH2:6][CH2:7][CH2:8][CH2:9][CH2:10][N:11]1[CH2:16][CH2:15][CH:14]([O:17][C:18](=[O:32])[NH:19][C:20]2[CH:25]=[CH:24][CH:23]=[CH:22][C:21]=2[C:26]2[CH:31]=[CH:30][CH:29]=[CH:28][CH:27]=2)[CH2:13][CH2:12]1)=[O:38]. Given the reactants [NH2:1][CH2:2][CH2:3][CH2:4][CH2:5][CH2:6][CH2:7][CH2:8][CH2:9][CH2:10][N:11]1[CH2:16][CH2:15][CH:14]([O:17][C:18](=[O:32])[NH:19][C:20]2[CH:25]=[CH:24][CH:23]=[CH:22][C:21]=2[C:26]2[CH:31]=[CH:30][CH:29]=[CH:28][CH:27]=2)[CH2:13][CH2:12]1.O.[Cl:34][C:35]1[CH:43]=[C:42]([OH:44])[CH:41]=[CH:40][C:36]=1[C:37](O)=[O:38], predict the reaction product. (4) The product is: [OH:38][C@H:36]([C@H:39]1[CH2:43][N:42]([C@@H:44]([C:46]2[CH:47]=[CH:48][C:49]([O:52][CH3:53])=[CH:50][CH:51]=2)[CH3:45])[C:41](=[O:54])[CH2:40]1)[CH3:37]. Given the reactants N#N.CC1C=CC(S(N[C@@H]([C@H](N)C2C=CC=CC=2)C2C=CC=CC=2)(=O)=O)=CC=1.C(N(CC)CC)C.[C:36]([C@H:39]1[CH2:43][N:42]([C@@H:44]([C:46]2[CH:51]=[CH:50][C:49]([O:52][CH3:53])=[CH:48][CH:47]=2)[CH3:45])[C:41](=[O:54])[CH2:40]1)(=[O:38])[CH3:37].C(O)=O.Cl, predict the reaction product. (5) Given the reactants [CH:1]1([O:6][C:7]2[CH:8]=[C:9]3[CH:15]=[CH:14][NH:13][C:10]3=[N:11][CH:12]=2)[CH2:5][CH2:4][CH2:3][CH2:2]1.[CH2:16]([S:19]([N:22]1[C:30]2[C:25](=[CH:26][CH:27]=[C:28]([CH:31]=[O:32])[CH:29]=2)[CH:24]=[CH:23]1)(=[O:21])=[O:20])[CH2:17][CH3:18].[OH-].[K+].CO, predict the reaction product. The product is: [CH:1]1([O:6][C:7]2[CH:8]=[C:9]3[C:15]([CH:31]([C:28]4[CH:29]=[C:30]5[C:25]([CH:24]=[CH:23][N:22]5[S:19]([CH2:16][CH2:17][CH3:18])(=[O:21])=[O:20])=[CH:26][CH:27]=4)[OH:32])=[CH:14][NH:13][C:10]3=[N:11][CH:12]=2)[CH2:2][CH2:3][CH2:4][CH2:5]1. (6) Given the reactants [CH3:1][C@@:2]1([CH2:13][N:14]2[CH2:19][CH2:18][N:17]([C:20](OC(C)(C)C)=[O:21])[CH2:16][CH2:15]2)[O:6][C:5]2=[N:7][C:8]([N+:10]([O-:12])=[O:11])=[CH:9][N:4]2[CH2:3]1.FC(F)(F)C(O)=O.C(N(CC)CC)C.[Cl:41][C:42]1[CH:50]=[CH:49][C:45](C(Cl)=O)=[CH:44][CH:43]=1, predict the reaction product. The product is: [Cl:41][C:42]1[CH:50]=[CH:49][C:45]([C:20]([N:17]2[CH2:16][CH2:15][N:14]([CH2:13][C@:2]3([CH3:1])[O:6][C:5]4=[N:7][C:8]([N+:10]([O-:12])=[O:11])=[CH:9][N:4]4[CH2:3]3)[CH2:19][CH2:18]2)=[O:21])=[CH:44][CH:43]=1. (7) Given the reactants [CH2:1]([C@@H:10]1[C@@H:13]([CH2:14][CH2:15][C:16]2[CH:21]=[CH:20][CH:19]=[CH:18][CH:17]=2)[O:12][C:11]1=[O:22])[CH2:2][CH2:3][CH2:4][CH2:5][CH2:6][CH2:7][CH2:8][CH3:9].[NH3:23], predict the reaction product. The product is: [OH:12][C@H:13]([CH2:14][CH2:15][C:16]1[CH:21]=[CH:20][CH:19]=[CH:18][CH:17]=1)[C@@H:10]([CH2:1][CH2:2][CH2:3][CH2:4][CH2:5][CH2:6][CH2:7][CH2:8][CH3:9])[C:11]([NH2:23])=[O:22]. (8) Given the reactants Cl[CH2:2][CH2:3][CH2:4][O:5][C:6]1[CH:19]=[CH:18][C:9]([C:10]([C:12]2[CH:17]=[CH:16][CH:15]=[CH:14][CH:13]=2)=[O:11])=[CH:8][CH:7]=1.[CH2:20](N)[CH2:21][CH2:22][CH2:23][CH2:24][CH3:25].C(#[N:29])C, predict the reaction product. The product is: [CH3:20][CH2:21][CH:22]([NH:29][CH2:2][CH2:3][CH2:4][O:5][C:6]1[CH:19]=[CH:18][C:9]([C:10]([C:12]2[CH:17]=[CH:16][CH:15]=[CH:14][CH:13]=2)=[O:11])=[CH:8][CH:7]=1)[CH2:23][CH2:24][CH3:25]. (9) Given the reactants Cl.Cl.Cl.[NH2:4][C:5]1[N:10]=[CH:9][N:8]=[C:7]2[N:11]([CH:15]([C:17]3[CH:18]=[C:19]([Cl:35])[C:20]([C:33]#[N:34])=[C:21]4[C:27]=3[O:26][CH:25]([CH3:28])[CH2:24][N:23]([CH:29]3[CH2:32][NH:31][CH2:30]3)[CH2:22]4)[CH3:16])[N:12]=[C:13]([CH3:14])[C:6]=12.C(N(CC)CC)C.[CH3:43][C:44]1([CH3:47])[CH2:46][O:45]1, predict the reaction product. The product is: [NH2:4][C:5]1[N:10]=[CH:9][N:8]=[C:7]2[N:11]([CH:15]([C:17]3[CH:18]=[C:19]([Cl:35])[C:20]([C:33]#[N:34])=[C:21]4[C:27]=3[O:26][CH:25]([CH3:28])[CH2:24][N:23]([CH:29]3[CH2:32][N:31]([CH2:43][C:44]([OH:45])([CH3:47])[CH3:46])[CH2:30]3)[CH2:22]4)[CH3:16])[N:12]=[C:13]([CH3:14])[C:6]=12.